From a dataset of Peptide-MHC class II binding affinity with 134,281 pairs from IEDB. Regression. Given a peptide amino acid sequence and an MHC pseudo amino acid sequence, predict their binding affinity value. This is MHC class II binding data. (1) The MHC is DRB1_1101 with pseudo-sequence DRB1_1101. The peptide sequence is AGLTHMMIWHSNLND. The binding affinity (normalized) is 0.185. (2) The peptide sequence is TMLLGMLMICSAA. The MHC is DRB1_0101 with pseudo-sequence QEFFIASGAAVDAIMWLFLECYDLQRATYHVGFT. The binding affinity (normalized) is 0.319.